This data is from Full USPTO retrosynthesis dataset with 1.9M reactions from patents (1976-2016). The task is: Predict the reactants needed to synthesize the given product. (1) The reactants are: C[Zn]C.Br[C:5]1[CH:6]=[C:7]([F:12])[C:8]([NH2:11])=[N:9][CH:10]=1.Cl[CH2:14]Cl. Given the product [F:12][C:7]1[C:8]([NH2:11])=[N:9][CH:10]=[C:5]([CH3:14])[CH:6]=1, predict the reactants needed to synthesize it. (2) Given the product [OH:1][CH:2]([C:6]1[CH:15]=[CH:14][C:13]2[C:8](=[CH:9][CH:10]=[CH:11][CH:12]=2)[CH:7]=1)[C:3]([O:5][CH3:21])=[O:4], predict the reactants needed to synthesize it. The reactants are: [OH:1][CH:2]([C:6]1[CH:15]=[CH:14][C:13]2[C:8](=[CH:9][CH:10]=[CH:11][CH:12]=2)[CH:7]=1)[C:3]([OH:5])=[O:4].S(=O)(=O)(O)O.[C:21]([O-])(O)=O.[Na+]. (3) Given the product [N+:19]([O-:22])([OH:21])=[O:20].[N+:19]([O-:22])([OH:21])=[O:20].[CH3:1][O:2][C:3]1[CH:4]=[C:5]([NH:15][C:17]([NH2:18])=[NH:16])[CH:6]=[CH:7][C:8]=1[N:9]1[CH:13]=[C:12]([CH3:14])[N:11]=[CH:10]1, predict the reactants needed to synthesize it. The reactants are: [CH3:1][O:2][C:3]1[CH:4]=[C:5]([NH2:15])[CH:6]=[CH:7][C:8]=1[N:9]1[CH:13]=[C:12]([CH3:14])[N:11]=[CH:10]1.[N:16]#[C:17][NH2:18].[N+:19]([O-:22])([OH:21])=[O:20]. (4) Given the product [Cl:24][C:22]1[CH:23]=[C:7]2[C:6]([OH:25])=[C:5]([C:3]([NH:26][C@@H:27]([CH3:28])[C:29]([OH:31])=[O:30])=[O:4])[C:10](=[O:11])[N:9]([CH2:12][C:13]3[CH:18]=[CH:17][C:16]([O:19][CH3:20])=[CH:15][CH:14]=3)[N:8]2[CH:21]=1, predict the reactants needed to synthesize it. The reactants are: CO[C:3]([C:5]1[C:10](=[O:11])[N:9]([CH2:12][C:13]2[CH:18]=[CH:17][C:16]([O:19][CH3:20])=[CH:15][CH:14]=2)[N:8]2[CH:21]=[C:22]([Cl:24])[CH:23]=[C:7]2[C:6]=1[OH:25])=[O:4].[NH2:26][C@H:27]([C:29]([OH:31])=[O:30])[CH3:28].C[O-].[Na+]. (5) Given the product [CH3:7][CH:8]1[C:11](=[CH2:1])[CH2:10][N:9]1[C:13]([O:15][C:16]([CH3:19])([CH3:18])[CH3:17])=[O:14], predict the reactants needed to synthesize it. The reactants are: [CH3:1]C(C)([O-])C.[K+].[CH3:7][CH:8]1[C:11](=O)[CH2:10][N:9]1[C:13]([O:15][C:16]([CH3:19])([CH3:18])[CH3:17])=[O:14].O. (6) Given the product [ClH:25].[NH2:9][C@H:10]([CH:35]1[CH2:40][CH2:39][CH2:38][CH2:37][CH2:36]1)[C:11]([N:13]1[CH2:34][CH2:33][CH2:32][C@H:14]1[C:15]([NH:17][CH2:18][C:19]1[CH:24]=[C:23]([Cl:25])[CH:22]=[CH:21][C:20]=1[C:26]1[CH:30]=[N:29][S:28][N:27]=1)=[O:16])=[O:12], predict the reactants needed to synthesize it. The reactants are: Cl.C(OC([NH:9][C@H:10]([CH:35]1[CH2:40][CH2:39][CH2:38][CH2:37][CH2:36]1)[C:11]([N:13]1[CH2:34][CH2:33][CH2:32][C@H:14]1[C:15]([NH:17][CH2:18][C:19]1[CH:24]=[C:23]([Cl:25])[CH:22]=[CH:21][C:20]=1[C:26]1[C:30](Cl)=[N:29][S:28][N:27]=1)=[O:16])=[O:12])=O)(C)(C)C. (7) The reactants are: [NH2:1][C@H:2]1[CH2:7][CH2:6][C@H:5]([OH:8])[CH2:4][CH2:3]1.[C:9](=O)([O-:15])[O:10][C:11]([CH3:14])([CH3:13])[CH3:12].[C:9](=O)([O-:15])[O:10][C:11]([CH3:14])([CH3:13])[CH3:12]. Given the product [C:11]([O:10][C:9](=[O:15])[NH:1][C@H:2]1[CH2:7][CH2:6][C@H:5]([OH:8])[CH2:4][CH2:3]1)([CH3:14])([CH3:13])[CH3:12], predict the reactants needed to synthesize it. (8) Given the product [N:15]1([C:12]2[N:13]=[CH:14][C:9]([C:22]3[CH:30]=[CH:29][C:28]4[N:27]5[C:31](=[O:39])[O:32][C@@H:33]([CH2:34][NH:35][C:36](=[O:38])[CH3:37])[C@@H:26]5[CH2:25][C:24]=4[CH:23]=3)=[CH:10][CH:11]=2)[CH:19]=[N:18][N:17]=[N:16]1, predict the reactants needed to synthesize it. The reactants are: CC1(C)C(C)(C)OB([C:9]2[CH:10]=[CH:11][C:12]([N:15]3[CH:19]=[N:18][N:17]=[N:16]3)=[N:13][CH:14]=2)O1.Br[C:22]1[CH:30]=[CH:29][C:28]2[N:27]3[C:31](=[O:39])[O:32][C@@H:33]([CH2:34][NH:35][C:36](=[O:38])[CH3:37])[C@@H:26]3[CH2:25][C:24]=2[CH:23]=1.C([O-])([O-])=O.[K+].[K+]. (9) Given the product [C:2]([C:7]1[O:11][C:10]([CH2:12][N:13]2[CH:17]=[CH:16][C:15]([NH:18][C:32]([C:28]3[N:29]=[CH:30][S:31][C:27]=3[C:23]3[CH:24]=[CH:25][CH:26]=[C:21]([O:20][CH3:19])[CH:22]=3)=[O:33])=[N:14]2)=[CH:9][CH:8]=1)(=[O:6])[CH3:1], predict the reactants needed to synthesize it. The reactants are: [CH3:1][C:2]1([C:7]2[O:11][C:10]([CH2:12][N:13]3[CH:17]=[CH:16][C:15]([NH2:18])=[N:14]3)=[CH:9][CH:8]=2)[O:6]CCO1.[CH3:19][O:20][C:21]1[CH:22]=[C:23]([C:27]2[S:31][CH:30]=[N:29][C:28]=2[C:32](O)=[O:33])[CH:24]=[CH:25][CH:26]=1.